From a dataset of Catalyst prediction with 721,799 reactions and 888 catalyst types from USPTO. Predict which catalyst facilitates the given reaction. (1) Reactant: [NH2:1][C:2]1[C:3]([C:32](OCC)=[O:33])=[N:4][C:5]([NH:17][C:18]2[CH:23]=[CH:22][CH:21]=[CH:20][C:19]=2[O:24][Si](C(C)(C)C)(C)C)=[N:6][C:7]=1[NH:8][C:9]1[CH:14]=[CH:13][CH:12]=[CH:11][C:10]=1[O:15][CH3:16].NC1C(C(OCC)=O)=NC(NC2C=CC=CC=2O)=NC=1NC1C=CC=C[C:46]=1[O:51]C.[Si](Cl)(C(C)(C)C)(C)C.[NH:74]1C=CN=C1. Product: [OH:24][C:19]1[CH:20]=[CH:21][CH:22]=[CH:23][C:18]=1[NH:17][C:5]1[N:6]=[C:7]2[C:2]([NH:1][C:46](=[O:51])[N:8]2[C:9]2[CH:14]=[CH:13][CH:12]=[CH:11][C:10]=2[O:15][CH3:16])=[C:3]([C:32]([NH2:74])=[O:33])[N:4]=1. The catalyst class is: 2. (2) Reactant: Br[C:2]1[CH:3]=[C:4]([N:8]2[C:12]3[C:13]4[CH:14]=[CH:15][CH:16]=[CH:17][C:18]=4[S:19](=[O:22])(=[O:21])[CH2:20][C:11]=3[C:10]([C:23]([N:25]3[CH2:30][CH2:29][O:28][CH2:27][CH2:26]3)=[O:24])=[N:9]2)[CH:5]=[CH:6][CH:7]=1.[C:31]1(B(O)O)[CH:36]=[CH:35][CH:34]=[CH:33][CH:32]=1.[F-].[Cs+]. Product: [C:2]1([C:31]2[CH:36]=[CH:35][CH:34]=[CH:33][CH:32]=2)[CH:7]=[CH:6][CH:5]=[C:4]([N:8]2[C:12]3[C:13]4[CH:14]=[CH:15][CH:16]=[CH:17][C:18]=4[S:19](=[O:22])(=[O:21])[CH2:20][C:11]=3[C:10]([C:23]([N:25]3[CH2:30][CH2:29][O:28][CH2:27][CH2:26]3)=[O:24])=[N:9]2)[CH:3]=1. The catalyst class is: 551.